Dataset: Full USPTO retrosynthesis dataset with 1.9M reactions from patents (1976-2016). Task: Predict the reactants needed to synthesize the given product. (1) The reactants are: FC(F)(F)C(O)=O.[NH2:8][CH2:9][CH2:10][N:11]1[C:19]2[N:18]=[CH:17][NH:16][C:15]=2[C:14](=[O:20])[NH:13][C:12]1=[S:21].C(N(CC)CC)C.[N:29]1[C:38]2[C:33](=[CH:34][CH:35]=[CH:36][CH:37]=2)[C:32]([CH:39]=O)=[CH:31][CH:30]=1.C([BH3-])#N.[Na+]. Given the product [N:29]1[C:38]2[C:33](=[CH:34][CH:35]=[CH:36][CH:37]=2)[C:32]([CH2:39][NH:8][CH2:9][CH2:10][N:11]2[C:19]3[N:18]=[CH:17][NH:16][C:15]=3[C:14](=[O:20])[NH:13][C:12]2=[S:21])=[CH:31][CH:30]=1, predict the reactants needed to synthesize it. (2) Given the product [F:1][C:2]1[CH:3]=[C:4]([C:9]#[C:10][CH:11]=[C:12]2[CH2:13][CH2:14][N:15]([C:19]3[C:24]([N+:25]([O-:27])=[O:26])=[CH:23][CH:22]=[C:21]([O:28][CH3:29])[N:20]=3)[CH2:16][CH2:17]2)[CH:5]=[C:6]([F:8])[CH:7]=1, predict the reactants needed to synthesize it. The reactants are: [F:1][C:2]1[CH:3]=[C:4]([C:9]#[C:10][CH:11]=[C:12]2[CH2:17][CH2:16][NH:15][CH2:14][CH2:13]2)[CH:5]=[C:6]([F:8])[CH:7]=1.Cl[C:19]1[C:24]([N+:25]([O-:27])=[O:26])=[CH:23][CH:22]=[C:21]([O:28][CH3:29])[N:20]=1.C(=O)([O-])[O-].[K+].[K+].O. (3) Given the product [CH:37]1([C:40]([N:14]2[C:13](=[O:30])[N:12]([CH2:11][C@@H:8]3[CH2:9][CH2:10][N:6]([C:4]([CH:1]4[CH2:3][CH2:2]4)=[O:5])[CH2:7]3)[C:16]([C:17]3[CH:22]=[CH:21][C:20]([C:23]4[CH:24]=[CH:25][C:26]([F:29])=[CH:27][CH:28]=4)=[CH:19][CH:18]=3)=[N:15]2)=[O:41])[CH2:39][CH2:38]1, predict the reactants needed to synthesize it. The reactants are: [CH:1]1([C:4]([N:6]2[CH2:10][CH2:9][C@@H:8]([CH2:11][N:12]3[C:16]([C:17]4[CH:22]=[CH:21][C:20]([C:23]5[CH:28]=[CH:27][C:26]([F:29])=[CH:25][CH:24]=5)=[CH:19][CH:18]=4)=[N:15][NH:14][C:13]3=[O:30])[CH2:7]2)=[O:5])[CH2:3][CH2:2]1.C([O-])([O-])=O.[K+].[K+].[CH:37]1([C:40](Cl)=[O:41])[CH2:39][CH2:38]1. (4) Given the product [CH3:39][C:21]([C:18]1[CH:19]=[CH:20][C:15]([C:12]2[N:11]=[N:10][C:9]([C:7](=[O:6])[CH3:8])=[CH:14][CH:13]=2)=[CH:16][CH:17]=1)([C:25]1[CH:30]=[CH:29][C:28]([O:31][CH2:32][C:33]2[N:38]=[CH:37][CH:36]=[CH:35][N:34]=2)=[CH:27][N:26]=1)[CH:22]([CH3:24])[CH3:23], predict the reactants needed to synthesize it. The reactants are: Cl.C([O:6][C:7]([C:9]1[N:10]=[N:11][C:12]([C:15]2[CH:20]=[CH:19][C:18]([C:21]([CH3:39])([C:25]3[CH:30]=[CH:29][C:28]([O:31][CH2:32][C:33]4[N:38]=[CH:37][CH:36]=[CH:35][N:34]=4)=[CH:27][N:26]=3)[CH:22]([CH3:24])[CH3:23])=[CH:17][CH:16]=2)=[CH:13][CH:14]=1)=[CH2:8])CCC.C(=O)(O)[O-].[Na+].[Cl-].[Na+].